This data is from Reaction yield outcomes from USPTO patents with 853,638 reactions. The task is: Predict the reaction yield, written as a fraction of the theoretical maximum amount of product (1.0 means a 100% yield; for example, 0.34 means a 34% yield). (1) The product is [CH3:5][O:6][C:7](=[O:43])[CH2:8][C:9]1[CH:14]=[CH:13][C:12]([C:15]2[CH:20]=[CH:19][C:18]([C:21]([CH2:22][CH3:23])([C:24]3[CH:29]=[CH:28][C:27]([O:30][S:31]([C:34]([F:37])([F:35])[F:36])(=[O:32])=[O:33])=[C:26]([CH3:38])[CH:25]=3)[CH2:39][CH3:40])=[CH:17][C:16]=2[OH:41])=[CH:11][CH:10]=1. The reactants are B(Br)(Br)Br.[CH3:5][O:6][C:7](=[O:43])[CH2:8][C:9]1[CH:14]=[CH:13][C:12]([C:15]2[CH:20]=[CH:19][C:18]([C:21]([CH2:39][CH3:40])([C:24]3[CH:29]=[CH:28][C:27]([O:30][S:31]([C:34]([F:37])([F:36])[F:35])(=[O:33])=[O:32])=[C:26]([CH3:38])[CH:25]=3)[CH2:22][CH3:23])=[CH:17][C:16]=2[O:41]C)=[CH:11][CH:10]=1.C(=O)(O)[O-].[Na+]. The yield is 0.550. The catalyst is ClCCl. (2) The reactants are [Br:1][C:2]1[CH:3]=[CH:4][C:5]2=[C:6]([CH:25]=1)[N:7]=[C:8]([NH:17][C:18]([O:20][C:21]([CH3:24])([CH3:23])[CH3:22])=[O:19])[CH2:9][C:10]([C:12]([O:14]CC)=[O:13])=[CH:11]2.[OH-].[Na+].Cl. The catalyst is C1COCC1. The product is [Br:1][C:2]1[CH:3]=[CH:4][C:5]2=[C:6]([CH:25]=1)[N:7]=[C:8]([NH:17][C:18]([O:20][C:21]([CH3:23])([CH3:22])[CH3:24])=[O:19])[CH2:9][C:10]([C:12]([OH:14])=[O:13])=[CH:11]2. The yield is 0.540.